The task is: Predict which catalyst facilitates the given reaction.. This data is from Catalyst prediction with 721,799 reactions and 888 catalyst types from USPTO. (1) Reactant: C(=O)([O-])[O-].[K+].[K+].[CH3:7][N:8]1[CH2:13][CH2:12][NH:11][CH2:10][CH2:9]1.CS(O[CH2:19][C:20]1[S:28][C:27]2[CH2:26][CH2:25][N:24]([C:29]([O:31][C:32]([CH3:35])([CH3:34])[CH3:33])=[O:30])[CH2:23][C:22]=2[CH:21]=1)(=O)=O. Product: [CH3:7][N:8]1[CH2:13][CH2:12][N:11]([CH2:19][C:20]2[S:28][C:27]3[CH2:26][CH2:25][N:24]([C:29]([O:31][C:32]([CH3:35])([CH3:34])[CH3:33])=[O:30])[CH2:23][C:22]=3[CH:21]=2)[CH2:10][CH2:9]1. The catalyst class is: 133. (2) Reactant: [C:1]1([P:7]([C:14]2[CH:19]=[CH:18][CH:17]=[CH:16][CH:15]=2)[C:8]2[CH:13]=[CH:12][CH:11]=[CH:10][CH:9]=2)[CH:6]=[CH:5][CH:4]=[CH:3][CH:2]=1.[Br:20][CH2:21][CH2:22][CH2:23]Br. Product: [Br-:20].[Br:20][CH2:21][CH2:22][CH2:23][P+:7]([C:1]1[CH:2]=[CH:3][CH:4]=[CH:5][CH:6]=1)([C:8]1[CH:13]=[CH:12][CH:11]=[CH:10][CH:9]=1)[C:14]1[CH:15]=[CH:16][CH:17]=[CH:18][CH:19]=1. The catalyst class is: 11.